Dataset: Forward reaction prediction with 1.9M reactions from USPTO patents (1976-2016). Task: Predict the product of the given reaction. (1) Given the reactants CO[C:3]1[CH:12]=[CH:11][C:10]([NH2:13])=C[C:4]=1[C:5]([O:7][CH3:8])=O.C([NH:16][NH:17]C=O)=O.O=P12OP3(OP(OP(O3)(O1)=O)(=O)O2)=O.[C:34](=O)(O)[O-].[Na+].[C:39]([O:42][CH2:43]C)(=[O:41])[CH3:40].ClCCl, predict the reaction product. The product is: [CH3:8][O:7][C:5]1[CH:4]=[CH:3][C:12]([CH:11]2[CH:10]=[N:13][N:17]=[N:16]2)=[CH:34][C:40]=1[C:39]([O:42][CH3:43])=[O:41]. (2) Given the reactants [C:1]([O:5][C:6](=[O:15])[NH:7][CH2:8][CH2:9][CH2:10][C:11]#[C:12][CH2:13][OH:14])([CH3:4])([CH3:3])[CH3:2].C(N(C(C)C)C(C)C)C.[CH3:25][S:26](Cl)(=[O:28])=[O:27], predict the reaction product. The product is: [C:1]([O:5][C:6]([NH:7][CH2:8][CH2:9][CH2:10][C:11]#[C:12][CH2:13][O:14][S:26]([CH3:25])(=[O:28])=[O:27])=[O:15])([CH3:4])([CH3:2])[CH3:3]. (3) Given the reactants [CH3:1][O:2][C:3](=[O:11])[C:4]1[CH:9]=[CH:8][C:7]([OH:10])=[CH:6][CH:5]=1.[CH:12]1(O)[CH2:23][CH2:22]C[CH2:20][CH2:19][CH2:18][CH2:17][CH2:16][CH2:15][CH2:14][CH2:13]1, predict the reaction product. The product is: [CH:1]1([O:2][C:3](=[O:11])[C:4]2[CH:9]=[CH:8][C:7]([OH:10])=[CH:6][CH:5]=2)[CH2:22][CH2:23][CH2:12][CH2:13][CH2:14][CH2:15][CH2:16][CH2:17][CH2:18][CH2:19][CH2:20]1. (4) Given the reactants C(OC(=O)[NH:7][CH2:8][C:9]1[CH:14]=[C:13]([C:15](=[O:18])[NH:16][CH3:17])[CH:12]=[C:11]([Cl:19])[C:10]=1[F:20])(C)(C)C.C(O)(C(F)(F)F)=O, predict the reaction product. The product is: [NH2:7][CH2:8][C:9]1[CH:14]=[C:13]([CH:12]=[C:11]([Cl:19])[C:10]=1[F:20])[C:15]([NH:16][CH3:17])=[O:18]. (5) Given the reactants [NH:1]([C:3]1[CH:12]=[C:11]([CH3:13])[C:10]2[C:5](=[C:6]([CH3:15])[CH:7]=[CH:8][C:9]=2[CH3:14])[N:4]=1)[NH2:2].[Cl:16][C:17]1[CH:18]=[C:19]([N:24]=[C:25]=[O:26])[CH:20]=[C:21]([Cl:23])[CH:22]=1, predict the reaction product. The product is: [Cl:16][C:17]1[CH:18]=[C:19]([NH:24][C:25]([NH:2][NH:1][C:3]2[CH:12]=[C:11]([CH3:13])[C:10]3[C:5](=[C:6]([CH3:15])[CH:7]=[CH:8][C:9]=3[CH3:14])[N:4]=2)=[O:26])[CH:20]=[C:21]([Cl:23])[CH:22]=1. (6) Given the reactants [Cl:1][C:2]1[C:30]([O:31][CH3:32])=[CH:29][C:5]([NH:6][C:7]2[C:16]3[C:11](=[CH:12][C:13]4[CH:20]=[C:19]([O:21][CH2:22]CCl)[C:18]([O:25][CH3:26])=[CH:17][C:14]=4[CH:15]=3)[N:10]=[CH:9][C:8]=2[C:27]#[N:28])=[C:4]([CH3:33])[CH:3]=1.[Cl:34][C:35]1[C:63]([O:64][CH3:65])=[CH:62][C:38]([NH:39][C:40]2[C:49]3[C:44](=[CH:45][C:46]4[CH:53]=[C:52]([O:54][CH3:55])[C:51]([O:56][CH2:57][CH2:58]Cl)=[CH:50][C:47]=4[CH:48]=3)[N:43]=[CH:42][C:41]=2[C:60]#[N:61])=[C:37]([CH3:66])[CH:36]=1.[CH3:67][N:68]1[CH2:73][CH2:72][NH:71][CH2:70][CH2:69]1.[I-].[Na+], predict the reaction product. The product is: [Cl:34][C:35]1[C:63]([O:64][CH3:65])=[CH:62][C:38]([NH:39][C:40]2[C:49]3[C:44](=[CH:45][C:46]4[CH:53]=[C:52]([O:54][CH3:55])[C:51]([O:56][CH2:57][CH2:58][N:71]5[CH2:72][CH2:73][N:68]([CH3:67])[CH2:69][CH2:70]5)=[CH:50][C:47]=4[CH:48]=3)[N:43]=[CH:42][C:41]=2[C:60]#[N:61])=[C:37]([CH3:66])[CH:36]=1.[Cl:1][C:2]1[C:30]([O:31][CH3:32])=[CH:29][C:5]([NH:6][C:7]2[C:16]3[C:11](=[CH:12][C:13]4[CH:20]=[C:19]([O:21][CH2:22][CH2:67][N:68]5[CH2:73][CH2:72][N:71]([CH3:35])[CH2:70][CH2:69]5)[C:18]([O:25][CH3:26])=[CH:17][C:14]=4[CH:15]=3)[N:10]=[CH:9][C:8]=2[C:27]#[N:28])=[C:4]([CH3:33])[CH:3]=1.